This data is from Reaction yield outcomes from USPTO patents with 853,638 reactions. The task is: Predict the reaction yield, written as a fraction of the theoretical maximum amount of product (1.0 means a 100% yield; for example, 0.34 means a 34% yield). (1) The reactants are [C:1]([O:5][C:6]([N:8]1[CH2:13][CH2:12][N:11]([CH2:14][C:15]([OH:17])=O)[CH2:10][CH2:9]1)=[O:7])([CH3:4])([CH3:3])[CH3:2].CCN(C(C)C)C(C)C.[NH2:27][C@@H:28]1[CH2:33][CH2:32][C@H:31]([N:34]2[C:39](=[O:40])[C:38]3[CH:41]=[C:42]([F:45])[CH:43]=[N:44][C:37]=3[N:36]([C:46]3[CH:47]=[C:48]([C:52]4[CH:57]=[CH:56][CH:55]=[CH:54][CH:53]=4)[CH:49]=[CH:50][CH:51]=3)[C:35]2=[O:58])[CH2:30][CH2:29]1.O. The catalyst is CN(C=O)C. The product is [C:48]1([C:52]2[CH:57]=[CH:56][CH:55]=[CH:54][CH:53]=2)[CH:49]=[CH:50][CH:51]=[C:46]([N:36]2[C:37]3[N:44]=[CH:43][C:42]([F:45])=[CH:41][C:38]=3[C:39](=[O:40])[N:34]([C@@H:31]3[CH2:32][CH2:33][C@H:28]([NH:27][C:15](=[O:17])[CH2:14][N:11]4[CH2:10][CH2:9][N:8]([C:6]([O:5][C:1]([CH3:2])([CH3:3])[CH3:4])=[O:7])[CH2:13][CH2:12]4)[CH2:29][CH2:30]3)[C:35]2=[O:58])[CH:47]=1. The yield is 0.710. (2) The reactants are [C:1]([C:3]1[CH:12]=[CH:11][C:6]([C:7]([O:9][CH3:10])=[O:8])=[CH:5][CH:4]=1)#[CH:2].C1C(=O)N([Br:20])C(=O)C1. The catalyst is CC(C)=O.[N+]([O-])([O-])=O.[Ag+]. The product is [Br:20][C:2]#[C:1][C:3]1[CH:12]=[CH:11][C:6]([C:7]([O:9][CH3:10])=[O:8])=[CH:5][CH:4]=1. The yield is 0.980. (3) The reactants are Br[C:2]1[S:3][C:4]2[CH2:5][C:6]3[C:12]([C:13]4[CH:18]=[CH:17][C:16]([N:19]5[CH2:24][CH2:23][N:22]([CH3:25])[CH2:21][CH2:20]5)=[CH:15][CH:14]=4)=[N:11][N:10]([CH2:26][O:27][CH2:28][CH2:29][Si:30]([CH3:33])([CH3:32])[CH3:31])[C:7]=3[C:8]=2[CH:9]=1.CC1(C)C(C)(C)OB([C:42]2[CH:43]=[CH:44][C:45]([NH2:48])=[N:46][CH:47]=2)O1.C([O-])([O-])=O.[Na+].[Na+]. The catalyst is C1(C)C=CC=CC=1.C(O)C.Cl[Pd](Cl)([P](C1C=CC=CC=1)(C1C=CC=CC=1)C1C=CC=CC=1)[P](C1C=CC=CC=1)(C1C=CC=CC=1)C1C=CC=CC=1. The product is [CH3:25][N:22]1[CH2:23][CH2:24][N:19]([C:16]2[CH:17]=[CH:18][C:13]([C:12]3[C:6]4[CH2:5][C:4]5[S:3][C:2]([C:42]6[CH:43]=[CH:44][C:45]([NH2:48])=[N:46][CH:47]=6)=[CH:9][C:8]=5[C:7]=4[N:10]([CH2:26][O:27][CH2:28][CH2:29][Si:30]([CH3:32])([CH3:31])[CH3:33])[N:11]=3)=[CH:14][CH:15]=2)[CH2:20][CH2:21]1. The yield is 0.750. (4) The reactants are [C:1]([O:5][C:6]([NH:8][C@:9]([CH3:39])([CH2:20][CH2:21][C:22]1[O:23][C:24]([C:27](=[O:38])[CH2:28][CH2:29][CH2:30][CH2:31][C:32]2[CH:37]=[CH:36][CH:35]=[CH:34][CH:33]=2)=[CH:25][CH:26]=1)[CH:10]=[CH:11][P:12](=[O:19])([O:16][CH2:17][CH3:18])[O:13][CH2:14][CH3:15])=[O:7])([CH3:4])([CH3:3])[CH3:2]. The catalyst is C(O)C.C1C=CC(P(C2C=CC=CC=2)C2C=CC=CC=2)=CC=1.C1C=CC(P(C2C=CC=CC=2)C2C=CC=CC=2)=CC=1.C1C=CC(P(C2C=CC=CC=2)C2C=CC=CC=2)=CC=1.[Cl-].[Rh]. The product is [C:1]([O:5][C:6]([NH:8][C@:9]([CH3:39])([CH2:20][CH2:21][C:22]1[O:23][C:24]([C:27](=[O:38])[CH2:28][CH2:29][CH2:30][CH2:31][C:32]2[CH:37]=[CH:36][CH:35]=[CH:34][CH:33]=2)=[CH:25][CH:26]=1)[CH2:10][CH2:11][P:12](=[O:19])([O:13][CH2:14][CH3:15])[O:16][CH2:17][CH3:18])=[O:7])([CH3:2])([CH3:3])[CH3:4]. The yield is 0.850.